Dataset: Catalyst prediction with 721,799 reactions and 888 catalyst types from USPTO. Task: Predict which catalyst facilitates the given reaction. (1) Reactant: [N+:1]([C:4]1[CH:13]=[CH:12][C:7]2[O:8][CH2:9][CH2:10][NH:11][C:6]=2[CH:5]=1)([O-:3])=[O:2].[C:14](OC(=O)C)(=[O:16])[CH3:15]. Product: [N+:1]([C:4]1[CH:13]=[CH:12][C:7]2[O:8][CH2:9][CH2:10][N:11]([C:14](=[O:16])[CH3:15])[C:6]=2[CH:5]=1)([O-:3])=[O:2]. The catalyst class is: 25. (2) Product: [ClH:1].[C:14]1([CH:13]([C:7]2[CH:8]=[CH:9][CH:10]=[CH:11][CH:12]=2)[N:20]2[CH2:4][C:3]([OH:6])([CH3:5])[CH2:2]2)[CH:15]=[CH:16][CH:17]=[CH:18][CH:19]=1. The catalyst class is: 5. Reactant: [Cl:1][CH:2]1[O:6][C:3]1([CH3:5])[CH3:4].[C:7]1([CH:13]([NH2:20])[C:14]2[CH:19]=[CH:18][CH:17]=[CH:16][CH:15]=2)[CH:12]=[CH:11][CH:10]=[CH:9][CH:8]=1. (3) Reactant: [Br:1][C:2]1[CH:7]=[CH:6][N:5]=[C:4]([NH2:8])[CH:3]=1.[N:9]([CH2:12][CH3:13])=[C:10]=[O:11]. Product: [Br:1][C:2]1[CH:7]=[CH:6][N:5]=[C:4]([NH:8][C:10]([NH:9][CH2:12][CH3:13])=[O:11])[CH:3]=1. The catalyst class is: 22. (4) Product: [ClH:1].[ClH:1].[Cl:1][C:2]1[CH:3]=[C:4]([CH:34]=[CH:35][C:36]=1[Cl:37])[CH2:5][NH:6][C:7]1[C:16]2[C:11](=[C:12]([N:17]3[CH2:18][CH2:19][NH:20][CH2:21][CH2:22]3)[CH:13]=[CH:14][CH:15]=2)[N:10]=[C:9]([CH3:33])[CH:8]=1. Reactant: [Cl:1][C:2]1[CH:3]=[C:4]([CH:34]=[CH:35][C:36]=1[Cl:37])[CH2:5][NH:6][C:7]1[C:16]2[C:11](=[C:12]([N:17]3[CH2:22][CH2:21][N:20](S(C4C=CC(C)=CC=4)(=O)=O)[CH2:19][CH2:18]3)[CH:13]=[CH:14][CH:15]=2)[N:10]=[C:9]([CH3:33])[CH:8]=1.Br. The catalyst class is: 6. (5) Reactant: Cl[C:2]1[C:3](=[O:18])[N:4]([CH2:14][CH2:15][O:16][CH3:17])[C:5](=[O:13])[C:6]=1[C:7]1[CH:12]=[CH:11][CH:10]=[CH:9][CH:8]=1.[CH3:19][C:20]([NH:22][C:23]1[CH:28]=[CH:27][C:26]([NH2:29])=[CH:25][CH:24]=1)=[O:21].O. Product: [CH3:17][O:16][CH2:15][CH2:14][N:4]1[C:5](=[O:13])[C:6]([C:7]2[CH:12]=[CH:11][CH:10]=[CH:9][CH:8]=2)=[C:2]([NH:29][C:26]2[CH:25]=[CH:24][C:23]([NH:22][C:20](=[O:21])[CH3:19])=[CH:28][CH:27]=2)[C:3]1=[O:18]. The catalyst class is: 23. (6) Reactant: [CH3:1][O:2][C:3]1[CH:8]=[CH:7][CH:6]=[CH:5][C:4]=1[C:9]1[N:14]=[CH:13][C:12]2[CH:15]=[C:16]([CH:18]=O)[O:17][C:11]=2[CH:10]=1.[S:20]1[CH2:26][C:24](=[O:25])[NH:23][C:21]1=[S:22].C([O-])(=O)C.[Na+]. Product: [CH3:1][O:2][C:3]1[CH:8]=[CH:7][CH:6]=[CH:5][C:4]=1[C:9]1[N:14]=[CH:13][C:12]2[CH:15]=[C:16](/[CH:18]=[C:26]3/[C:24](=[O:25])[NH:23][C:21](=[S:22])[S:20]/3)[O:17][C:11]=2[CH:10]=1. The catalyst class is: 15. (7) Reactant: [N:1]([CH2:4][C:5]1[CH:10]=[CH:9][N:8]=[CH:7][C:6]=1[F:11])=[N+]=[N-]. Product: [F:11][C:6]1[CH:7]=[N:8][CH:9]=[CH:10][C:5]=1[CH2:4][NH2:1]. The catalyst class is: 553. (8) Reactant: [Br:1][C:2]1[CH:3]=[C:4]([N+:14]([O-])=O)[C:5]([N:8]2[CH2:13][CH2:12][CH2:11][CH2:10][CH2:9]2)=[N:6][CH:7]=1.O.O.[Sn](Cl)Cl. Product: [Br:1][C:2]1[CH:3]=[C:4]([NH2:14])[C:5]([N:8]2[CH2:13][CH2:12][CH2:11][CH2:10][CH2:9]2)=[N:6][CH:7]=1. The catalyst class is: 25. (9) Reactant: [C:1]([O:5][C:6](=[O:15])[C:7]1[C:12]([F:13])=[CH:11][N:10]=[CH:9][C:8]=1Br)([CH3:4])([CH3:3])[CH3:2].[O-]P([O-])([O-])=O.[K+].[K+].[K+].[CH:24]1(B(O)O)[CH2:26][CH2:25]1. Product: [C:1]([O:5][C:6](=[O:15])[C:7]1[C:12]([F:13])=[CH:11][N:10]=[CH:9][C:8]=1[CH:24]1[CH2:26][CH2:25]1)([CH3:4])([CH3:3])[CH3:2]. The catalyst class is: 75. (10) Reactant: [CH3:1][N:2]([CH3:15])[CH2:3][CH2:4][CH2:5][O:6][C:7]1[CH:14]=[CH:13][C:10]([C:11]#[N:12])=[CH:9][CH:8]=1. Product: [NH2:12][CH2:11][C:10]1[CH:9]=[CH:8][C:7]([O:6][CH2:5][CH2:4][CH2:3][N:2]([CH3:1])[CH3:15])=[CH:14][CH:13]=1. The catalyst class is: 94.